Dataset: Peptide-MHC class I binding affinity with 185,985 pairs from IEDB/IMGT. Task: Regression. Given a peptide amino acid sequence and an MHC pseudo amino acid sequence, predict their binding affinity value. This is MHC class I binding data. (1) The peptide sequence is AEAAVKPLL. The MHC is HLA-B40:01 with pseudo-sequence HLA-B40:01. The binding affinity (normalized) is 0.803. (2) The peptide sequence is FPVRPQVPL. The MHC is HLA-A02:01 with pseudo-sequence HLA-A02:01. The binding affinity (normalized) is 0. (3) The peptide sequence is EEVVLKNGEL. The MHC is HLA-B18:01 with pseudo-sequence HLA-B18:01. The binding affinity (normalized) is 0.451. (4) The peptide sequence is RALIKTLPRASYSSH. The MHC is HLA-A03:01 with pseudo-sequence HLA-A03:01. The binding affinity (normalized) is 0.0755. (5) The peptide sequence is YLLNYAGRI. The MHC is HLA-A02:01 with pseudo-sequence HLA-A02:01. The binding affinity (normalized) is 0.513. (6) The MHC is HLA-B45:01 with pseudo-sequence HLA-B45:01. The binding affinity (normalized) is 0.651. The peptide sequence is RELNGGAVT.